From a dataset of Reaction yield outcomes from USPTO patents with 853,638 reactions. Predict the reaction yield, written as a fraction of the theoretical maximum amount of product (1.0 means a 100% yield; for example, 0.34 means a 34% yield). (1) The reactants are [CH3:1][N:2]1[CH2:7][CH2:6][NH:5][CH2:4][CH2:3]1.[C:8]1(=O)[CH2:13][CH2:12][CH2:11][CH:10]=[CH:9]1.C([O-])([O-])=O.[K+].[K+].[NH2:21][OH:22].Cl. The catalyst is C(O)C. The product is [CH3:1][N:2]1[CH2:7][CH2:6][N:5]([CH:10]2[CH2:11][CH2:12][CH2:13][C:8](=[N:21][OH:22])[CH2:9]2)[CH2:4][CH2:3]1. The yield is 0.540. (2) The reactants are [F:1][C:2]1[CH:3]=[C:4]([C@@:8]23[O:27][CH2:26][O:25][C@@H:9]2[CH2:10][N:11]([C:14]([C:16]2[CH:21]=[CH:20][C:19]([OH:22])=[C:18]([O:23][CH3:24])[N:17]=2)=[O:15])[CH2:12][CH2:13]3)[CH:5]=[CH:6][CH:7]=1.[H-].[Na+].[Cl:30][CH2:31][C:32]([N:34]([O:36][CH3:37])[CH3:35])=[O:33]. The catalyst is CN(C=O)C. The product is [ClH:30].[F:1][C:2]1[CH:3]=[C:4]([C@@:8]23[O:27][CH2:26][O:25][C@@H:9]2[CH2:10][N:11]([C:14]([C:16]2[N:17]=[C:18]([O:23][CH3:24])[C:19]([O:22][CH2:31][C:32]([N:34]([O:36][CH3:37])[CH3:35])=[O:33])=[CH:20][CH:21]=2)=[O:15])[CH2:12][CH2:13]3)[CH:5]=[CH:6][CH:7]=1. The yield is 0.00100. (3) The reactants are [CH3:1][N:2]([CH3:26])[C:3](=[O:25])[CH2:4][C@@H:5]([NH:14]C(=O)OCC1C=CC=CC=1)[CH2:6][S:7][C:8]1[CH:13]=[CH:12][CH:11]=[CH:10][CH:9]=1. The catalyst is Br.C(O)(=O)C. The product is [NH2:14][C@@H:5]([CH2:6][S:7][C:8]1[CH:9]=[CH:10][CH:11]=[CH:12][CH:13]=1)[CH2:4][C:3]([N:2]([CH3:1])[CH3:26])=[O:25]. The yield is 0.590. (4) The reactants are [O:1]=[C:2]1[NH:7][C:6]2[CH:8]=[C:9]([CH2:12][N:13]3[CH2:18][CH2:17][N:16]([C:19]4[CH:27]=[CH:26][C:22]([C:23](O)=[O:24])=[CH:21][N:20]=4)[CH2:15][CH2:14]3)[CH:10]=[N:11][C:5]=2[N:4]2[CH2:28][CH2:29][CH2:30][C@@H:3]12.Cl.[CH2:32]([NH2:34])[CH3:33].CCN(C(C)C)C(C)C.CN(C(ON1N=NC2C=CC=NC1=2)=[N+](C)C)C.F[P-](F)(F)(F)(F)F. The catalyst is CN(C=O)C. The product is [CH2:32]([NH:34][C:23](=[O:24])[C:22]1[CH:26]=[CH:27][C:19]([N:16]2[CH2:17][CH2:18][N:13]([CH2:12][C:9]3[CH:10]=[N:11][C:5]4[N:4]5[CH2:28][CH2:29][CH2:30][C@H:3]5[C:2](=[O:1])[NH:7][C:6]=4[CH:8]=3)[CH2:14][CH2:15]2)=[N:20][CH:21]=1)[CH3:33]. The yield is 0.285. (5) The reactants are I.[NH:2]1[CH2:7][CH2:6][CH2:5][N:4]=[C:3]1[NH:8][NH2:9].Cl.[C:11](Cl)(=O)[C:12]1[CH:17]=[CH:16][N:15]=[CH:14][CH:13]=1. The catalyst is N1C=CC=CC=1.C([O-])([O-])=O.[K+].[K+]. The product is [N:15]1[CH:16]=[CH:17][C:12]([C:11]2[N:4]3[CH2:5][CH2:6][CH2:7][NH:2][C:3]3=[N:8][N:9]=2)=[CH:13][CH:14]=1. The yield is 0.180. (6) The reactants are [CH3:1][N:2]1[C:14]2[CH2:13][CH2:12][C@@H:11]([NH:15][C:16](=[O:22])[O:17][C:18]([CH3:21])([CH3:20])[CH3:19])[CH2:10][C:9]=2[C:8]2[C:3]1=[CH:4][CH:5]=[C:6]([S:23]([C:26]1[CH:31]=[CH:30][CH:29]=[CH:28][CH:27]=1)(=[O:25])=[O:24])[CH:7]=2.[H-].[Na+].[CH3:34]I. The catalyst is CN(C=O)C. The product is [CH3:34][N:15]([C@H:11]1[CH2:10][C:9]2[C:8]3[C:3](=[CH:4][CH:5]=[C:6]([S:23]([C:26]4[CH:31]=[CH:30][CH:29]=[CH:28][CH:27]=4)(=[O:25])=[O:24])[CH:7]=3)[N:2]([CH3:1])[C:14]=2[CH2:13][CH2:12]1)[C:16](=[O:22])[O:17][C:18]([CH3:21])([CH3:19])[CH3:20]. The yield is 0.760. (7) The reactants are [Si]([O:8][CH:9]([C:14]1[CH:19]=[CH:18][N:17]=[C:16]([C:20](=[O:22])[CH3:21])[CH:15]=1)[C:10]([F:13])([F:12])[F:11])(C(C)(C)C)(C)C.[F-].C([N+](CCCC)(CCCC)CCCC)CCC.[Cl-].[NH4+]. The catalyst is C1COCC1. The product is [F:13][C:10]([F:11])([F:12])[CH:9]([C:14]1[CH:19]=[CH:18][N:17]=[C:16]([C:20](=[O:22])[CH3:21])[CH:15]=1)[OH:8]. The yield is 0.960.